Predict the reactants needed to synthesize the given product. From a dataset of Full USPTO retrosynthesis dataset with 1.9M reactions from patents (1976-2016). (1) Given the product [CH3:43][S:44]([N:6]1[CH2:5][CH2:4][N:3]([C:8]2[CH:13]=[CH:12][C:11]([C:14]3([C:17]([N:19]4[CH2:23][CH2:22][C@@:21]5([C:27]6[CH:28]=[CH:29][CH:30]=[CH:31][C:26]=6[C:25](=[O:32])[O:24]5)[CH2:20]4)=[O:18])[CH2:16][CH2:15]3)=[CH:10][CH:9]=2)[C:2](=[O:1])[CH2:7]1)(=[O:46])=[O:45], predict the reactants needed to synthesize it. The reactants are: [O:1]=[C:2]1[CH2:7][NH:6][CH2:5][CH2:4][N:3]1[C:8]1[CH:13]=[CH:12][C:11]([C:14]2([C:17]([N:19]3[CH2:23][CH2:22][C@@:21]4([C:27]5[CH:28]=[CH:29][CH:30]=[CH:31][C:26]=5[C:25](=[O:32])[O:24]4)[CH2:20]3)=[O:18])[CH2:16][CH2:15]2)=[CH:10][CH:9]=1.C(#N)C.C(N(CC)CC)C.[CH3:43][S:44](Cl)(=[O:46])=[O:45]. (2) Given the product [Si:1]([O:18][CH2:19][C:20]1[C:21]([O:28][CH3:29])=[N:22][C:23]([CH:26]=[O:30])=[N:24][CH:25]=1)([C:14]([CH3:15])([CH3:17])[CH3:16])([C:2]1[CH:7]=[CH:6][CH:5]=[CH:4][CH:3]=1)[C:8]1[CH:13]=[CH:12][CH:11]=[CH:10][CH:9]=1, predict the reactants needed to synthesize it. The reactants are: [Si:1]([O:18][CH2:19][C:20]1[C:21]([O:28][CH3:29])=[N:22][C:23]([CH:26]=C)=[N:24][CH:25]=1)([C:14]([CH3:17])([CH3:16])[CH3:15])([C:8]1[CH:13]=[CH:12][CH:11]=[CH:10][CH:9]=1)[C:2]1[CH:7]=[CH:6][CH:5]=[CH:4][CH:3]=1.[O:30]=[O+][O-]. (3) Given the product [Cl:1][C:2]1[CH:3]=[C:4]([C@H:9]2[CH2:14][C@@H:13]([C:15]3[O:19][NH:18][C:17](=[O:20])[CH:16]=3)[CH2:12][CH2:11][N:10]2[C:21]([O:23][CH3:24])=[O:22])[CH:5]=[C:6]([Cl:8])[CH:7]=1.[Cl:1][C:2]1[CH:3]=[C:4]([C@@H:9]2[CH2:14][C@H:13]([C:15]3[O:19][NH:18][C:17](=[O:20])[CH:16]=3)[CH2:12][CH2:11][N:10]2[C:21]([O:23][CH3:24])=[O:22])[CH:5]=[C:6]([Cl:8])[CH:7]=1, predict the reactants needed to synthesize it. The reactants are: [Cl:1][C:2]1[CH:3]=[C:4]([C@H:9]2[CH2:14][C@@H:13]([C:15]3[O:19][NH:18][C:17](=[O:20])[CH:16]=3)[CH2:12][CH2:11][N:10]2[C:21]([O:23][CH3:24])=[O:22])[CH:5]=[C:6]([Cl:8])[CH:7]=1.CCCCCCC.CC(O)C. (4) Given the product [O:1]=[C:2]([C@H:23]([CH3:61])[C@@H:24]([O:52][C:53]([O:55][CH2:56][C:57]([Cl:58])([Cl:59])[Cl:60])=[O:54])[C@@H:25]([CH3:51])[CH2:26]/[CH:27]=[CH:28]/[C:29](/[CH3:50])=[CH:30]\[CH2:31][C@H:32]([OH:42])/[C:33](/[CH3:41])=[CH:34]/[C:35]1[N:36]=[C:37]([CH3:40])[S:38][CH:39]=1)[C:3]([CH3:21])([CH3:22])[C@@H:4]([O:13][Si:14]([CH2:19][CH3:20])([CH2:15][CH3:16])[CH2:17][CH3:18])[CH2:5][C:6]([OH:8])=[O:7], predict the reactants needed to synthesize it. The reactants are: [O:1]=[C:2]([C@H:23]([CH3:61])[C@@H:24]([O:52][C:53]([O:55][CH2:56][C:57]([Cl:60])([Cl:59])[Cl:58])=[O:54])[C@@H:25]([CH3:51])[CH2:26]/[CH:27]=[CH:28]/[C:29](/[CH3:50])=[CH:30]\[CH2:31][C@H:32]([O:42][Si](CC)(CC)CC)/[C:33](/[CH3:41])=[CH:34]/[C:35]1[N:36]=[C:37]([CH3:40])[S:38][CH:39]=1)[C:3]([CH3:22])([CH3:21])[C@@H:4]([O:13][Si:14]([CH2:19][CH3:20])([CH2:17][CH3:18])[CH2:15][CH3:16])[CH2:5][C:6]([O:8]C(C)(C)C)=[O:7].N1C(C)=CC=CC=1C.FC(F)(F)S(O[Si](CC)(CC)CC)(=O)=O.Cl.P([O-])([O-])([O-])=O.